The task is: Binary Classification. Given a drug SMILES string, predict its activity (active/inactive) in a high-throughput screening assay against a specified biological target.. This data is from Kir2.1 potassium channel HTS with 301,493 compounds. (1) The compound is S(CC(=O)NCc1ccc(cc1)C)c1oc(nn1)CNC(=O)c1ccccc1. The result is 0 (inactive). (2) The compound is Brc1ccc(c2n(CCCOC(C)C)c(=S)[nH]c2)cc1. The result is 0 (inactive). (3) The drug is Fc1c(C(=O)NC(C)(C)C)c(F)c(F)c(F)c1F. The result is 0 (inactive). (4) The molecule is O=C1N(CCC1)c1cc(ccc1)C(=O)NCCc1cc(ccc1)C. The result is 0 (inactive). (5) The molecule is Clc1c(C(=O)Nc2c(N3CCCC3)cccc2)cccc1. The result is 0 (inactive). (6) The molecule is O(CC(=O)Nc1cc2nc(n(c2cc1)C)CCN1CCN(CC1)C)c1ccc(OC)cc1. The result is 0 (inactive). (7) The compound is Clc1cc(NC(=O)c2sc(c(c2)C)CC)c(N2CCCCC2)cc1. The result is 0 (inactive). (8) The compound is S(=O)(=O)(N(CCOC)CCOC)c1ccc(cc1)C(=O)c1n(CCCC)ccn1. The result is 0 (inactive).